From a dataset of Reaction yield outcomes from USPTO patents with 853,638 reactions. Predict the reaction yield, written as a fraction of the theoretical maximum amount of product (1.0 means a 100% yield; for example, 0.34 means a 34% yield). (1) The reactants are [CH2:1]([N+:3]1([O-])[CH2:7][CH2:6][N:5]([C:8]2[CH:13]=[CH:12][N:11]=[CH:10][CH:9]=2)[C:4]1=[O:14])[CH3:2].C[Si]([C:20]#[N:21])(C)C.CN(C)C(Cl)=O. The catalyst is [N+](CC)([O-])=O. The product is [CH2:1]([N:3]1[CH2:7][CH2:6][N:5]([C:8]2[CH:13]=[CH:12][N:11]=[C:10]([C:20]#[N:21])[CH:9]=2)[C:4]1=[O:14])[CH3:2]. The yield is 0.290. (2) The reactants are [CH3:1][O:2][C:3]1[CH:9]=[CH:8][C:7]([CH3:10])=[CH:6][C:4]=1[NH2:5].[Br:11]N1C(=O)CCC1=O. The catalyst is CN(C=O)C.[Cl-].[Na+].O. The product is [Br:11][C:8]1[C:7]([CH3:10])=[CH:6][C:4]([NH2:5])=[C:3]([O:2][CH3:1])[CH:9]=1. The yield is 0.860.